This data is from Full USPTO retrosynthesis dataset with 1.9M reactions from patents (1976-2016). The task is: Predict the reactants needed to synthesize the given product. (1) Given the product [CH2:1]([O:8][C:9]1[CH:14]=[CH:13][C:12]([CH2:15][C@H:16]([NH:20][C:21](=[O:22])[O:23][C:24]([CH3:25])([CH3:27])[CH3:26])[C:17](=[O:19])[N:56]2[C@H:55]([C:53](=[O:54])[NH:52][C@H:42]3[C:51]4[C:46](=[CH:47][CH:48]=[CH:49][CH:50]=4)[CH2:45][CH2:44][CH2:43]3)[CH2:64][C:63]3[C:58](=[CH:59][CH:60]=[CH:61][CH:62]=3)[CH2:57]2)=[CH:11][CH:10]=1)[C:29]1[CH:28]=[CH:34][CH:33]=[CH:32][CH:37]=1, predict the reactants needed to synthesize it. The reactants are: [CH2:1]([O:8][C:9]1[CH:14]=[CH:13][C:12]([CH2:15][C@H:16]([NH:20][C:21]([O:23][C:24]([CH3:27])([CH3:26])[CH3:25])=[O:22])[C:17]([OH:19])=O)=[CH:11][CH:10]=1)C1C=CC=CC=1.[CH2:28](Cl)[CH2:29]Cl.[CH:32]1[CH:37]=NC2N(O)N=N[C:34]=2[CH:33]=1.[C@H:42]1([NH:52][C:53]([C@@H:55]2[CH2:64][C:63]3[C:58](=[CH:59][CH:60]=[CH:61][CH:62]=3)[CH2:57][NH:56]2)=[O:54])[C:51]2[C:46](=[CH:47][CH:48]=[CH:49][CH:50]=2)[CH2:45][CH2:44][CH2:43]1.CN1CCOCC1.C([O-])(O)=O.[Na+]. (2) Given the product [CH2:27]([O:26][N:18]([CH2:17][C@H:16]([CH2:34][CH:35]([CH3:37])[CH3:36])[C:14]([OH:15])=[O:42])[C:19]([O:20][C:21]([CH3:24])([CH3:23])[CH3:22])=[O:25])[C:28]1[CH:33]=[CH:32][CH:31]=[CH:30][CH:29]=1, predict the reactants needed to synthesize it. The reactants are: C([C@@H]1COC(=O)N1[C:14]([C@@H:16]([CH2:34][CH:35]([CH3:37])[CH3:36])[CH2:17][N:18]([O:26][CH2:27][C:28]1[CH:33]=[CH:32][CH:31]=[CH:30][CH:29]=1)[C:19](=[O:25])[O:20][C:21]([CH3:24])([CH3:23])[CH3:22])=[O:15])C1C=CC=CC=1.[Li+].[OH-].OO.[O-:42]S([O-])=O.[Na+].[Na+]. (3) Given the product [F:17][C:18]([F:26])([CH:23]([F:25])[F:24])[C:19](=[O:20])[CH2:12][C:11]([O:14][CH2:15][CH3:16])=[O:13], predict the reactants needed to synthesize it. The reactants are: C[Si](C)(C)[N-][Si](C)(C)C.[Li+].[C:11]([O:14][CH2:15][CH3:16])(=[O:13])[CH3:12].[F:17][C:18]([F:26])([CH:23]([F:25])[F:24])[C:19](OC)=[O:20].[Cl-].[NH4+].Cl.